The task is: Predict the reaction yield, written as a fraction of the theoretical maximum amount of product (1.0 means a 100% yield; for example, 0.34 means a 34% yield).. This data is from Reaction yield outcomes from USPTO patents with 853,638 reactions. The reactants are [CH:1]1([CH2:6][N:7]([CH2:20][CH3:21])[C:8]2[CH:15]=[CH:14][C:13]([C:16]([F:19])([F:18])[F:17])=[CH:12][C:9]=2[CH:10]=O)[CH2:5][CH2:4][CH2:3][CH2:2]1.[CH3:22][S:23][CH2:24][CH2:25][O:26][C:27]1[CH:28]=[N:29][C:30]([NH2:33])=[N:31][CH:32]=1.C(O)(=O)C.C(O[BH-](OC(=O)C)OC(=O)C)(=O)C.[Na+]. The catalyst is C1(C)C=CC=CC=1.O. The product is [CH:1]1([CH2:6][N:7]([CH2:20][CH3:21])[C:8]2[CH:15]=[CH:14][C:13]([C:16]([F:17])([F:18])[F:19])=[CH:12][C:9]=2[CH2:10][NH:33][C:30]2[N:29]=[CH:28][C:27]([O:26][CH2:25][CH2:24][S:23][CH3:22])=[CH:32][N:31]=2)[CH2:2][CH2:3][CH2:4][CH2:5]1. The yield is 0.840.